This data is from Full USPTO retrosynthesis dataset with 1.9M reactions from patents (1976-2016). The task is: Predict the reactants needed to synthesize the given product. (1) Given the product [CH3:1][S:2]([C:5]1[CH:6]=[C:7]([CH2:11][C:12]([OH:14])=[O:13])[CH:8]=[CH:9][CH:10]=1)(=[O:3])=[O:4], predict the reactants needed to synthesize it. The reactants are: [CH3:1][S:2]([C:5]1[CH:6]=[C:7]([CH2:11][C:12]([O:14]C)=[O:13])[CH:8]=[CH:9][CH:10]=1)(=[O:4])=[O:3].[OH-].[Na+].Cl.O. (2) Given the product [C:1]1([CH2:7][CH2:8][CH2:9][NH:10][C:27]([C@H:25]2[CH2:26][C@H:23]([NH:22][C:20]([N:12]3[CH2:11][C:19]4[CH:18]=[CH:17][N:16]=[CH:15][C:14]=4[CH2:13]3)=[O:21])[CH2:24]2)=[O:28])[CH:6]=[CH:5][CH:4]=[CH:3][CH:2]=1, predict the reactants needed to synthesize it. The reactants are: [C:1]1([CH2:7][CH2:8][CH2:9][NH2:10])[CH:6]=[CH:5][CH:4]=[CH:3][CH:2]=1.[CH2:11]1[C:19]2[CH:18]=[CH:17][N:16]=[CH:15][C:14]=2[CH2:13][N:12]1[C:20]([NH:22][C@H:23]1[CH2:26][C@H:25]([C:27](O)=[O:28])[CH2:24]1)=[O:21].C1C2C(=CC=CC=2)CN1C(NC1C=CC(C(O)=O)=CC=1)=O.